The task is: Predict the reactants needed to synthesize the given product.. This data is from Full USPTO retrosynthesis dataset with 1.9M reactions from patents (1976-2016). (1) Given the product [CH2:1]([N:5]([CH2:6][CH:7]([CH3:9])[CH3:8])[C:17](=[O:19])[CH3:18])[CH:2]([CH3:4])[CH3:3], predict the reactants needed to synthesize it. The reactants are: [CH2:1]([NH:5][CH2:6][CH:7]([CH3:9])[CH3:8])[CH:2]([CH3:4])[CH3:3].C(N(CC)CC)C.[C:17](Cl)(=[O:19])[CH3:18]. (2) Given the product [C:1]([O:4][C:5]([CH3:17])([CH2:8][CH2:9][CH2:10][C:11]([O:15][CH3:16])([CH3:14])[CH2:12][CH3:13])[CH:6]=[CH2:7])(=[O:3])[CH3:2], predict the reactants needed to synthesize it. The reactants are: [C:1]([O:4][C:5]([CH3:17])([CH2:8][CH2:9][CH2:10][C:11]([O:15][CH3:16])([CH3:14])[CH2:12][CH3:13])[C:6]#[CH:7])(=[O:3])[CH3:2].C(SCCO)CSCCO.[H][H]. (3) Given the product [N+:1]([C:4]1[C:5]([CH3:13])=[C:6]([N+:10]([O-:12])=[O:11])[CH:7]=[CH:8][C:9]=1[NH2:15])([O-:3])=[O:2], predict the reactants needed to synthesize it. The reactants are: [N+:1]([C:4]1[CH:9]=[CH:8][CH:7]=[C:6]([N+:10]([O-:12])=[O:11])[C:5]=1[CH3:13])([O-:3])=[O:2].Cl.[NH2:15]O.[OH-].[K+].[Cl-].[NH4+]. (4) Given the product [C:1]([NH:4][C@@H:5]([C@H:14]([C@@H:16]([C@@H:18]([CH2:20][NH:21][C:27](=[O:33])[CH2:28][CH2:29][C:30](=[O:31])[CH3:32])[OH:19])[OH:17])[OH:15])[C@@H:6]([OH:13])[CH2:7][C:8](=[O:12])[C:9]([OH:11])=[O:10])(=[O:3])[CH3:2], predict the reactants needed to synthesize it. The reactants are: [C:1]([NH:4][C@@H:5]([C@H:14]([C@@H:16]([C@@H:18]([CH2:20][NH2:21])[OH:19])[OH:17])[OH:15])[C@@H:6]([OH:13])[CH2:7][C:8](=[O:12])[C:9]([OH:11])=[O:10])(=[O:3])[CH3:2].C([O-])(O)=O.[Na+].[C:27](O)(=[O:33])[CH2:28][CH2:29][C:30]([CH3:32])=[O:31]. (5) Given the product [Cl:36][C:34]1[CH:33]=[CH:32][C:31]([S:37]([CH2:40][CH3:41])(=[O:39])=[O:38])=[C:30]([CH2:29][N:28]2[C:27](=[O:42])[C:3]3[C:2](=[CH:7][C:6]([CH2:8][N:9]4[CH2:13][CH2:12][C@@H:11]([NH:14][C:15](=[O:21])[O:16][C:17]([CH3:19])([CH3:18])[CH3:20])[CH2:10]4)=[C:5]([O:22][C:23]([F:25])([F:26])[F:24])[CH:4]=3)[N:1]=[CH:43]2)[CH:35]=1, predict the reactants needed to synthesize it. The reactants are: [NH2:1][C:2]1[C:3]([C:27](=[O:42])[NH:28][CH2:29][C:30]2[CH:35]=[C:34]([Cl:36])[CH:33]=[CH:32][C:31]=2[S:37]([CH2:40][CH3:41])(=[O:39])=[O:38])=[CH:4][C:5]([O:22][C:23]([F:26])([F:25])[F:24])=[C:6]([CH2:8][N:9]2[CH2:13][CH2:12][C@@H:11]([NH:14][C:15](=[O:21])[O:16][C:17]([CH3:20])([CH3:19])[CH3:18])[CH2:10]2)[CH:7]=1.[CH3:43]C1C=CC(S(O)(=O)=O)=CC=1.O.C1(C)C=CC=CC=1.C(OC)(OC)OC. (6) Given the product [CH2:1]([N:3]([CH2:21][CH3:22])[C:4]([C:6]1[CH:7]=[CH:8][C:9]2[C:10](=[C:33]3[CH2:32][CH2:31][NH:30][CH2:35][CH2:34]3)[C:11]3[C:16]([O:17][C:18]=2[CH:19]=1)=[CH:15][CH:14]=[C:13]([NH:3][C:4](=[O:5])[CH3:6])[CH:12]=3)=[O:5])[CH3:2], predict the reactants needed to synthesize it. The reactants are: [CH2:1]([N:3]([CH2:21][CH3:22])[C:4]([C:6]1[CH:7]=[CH:8][C:9]2[C:10](=O)[C:11]3[C:16]([O:17][C:18]=2[CH:19]=1)=[CH:15][CH:14]=[CH:13][CH:12]=3)=[O:5])[CH3:2].C([N:30]1[CH2:35][CH2:34][CH2:33][CH2:32][C:31]1=O)(OC(C)(C)C)=O. (7) Given the product [Cl:12][C:9]1[C:10]2[NH:11][C:13](=[O:14])[NH:1][C:2]=2[CH:3]=[C:4]([C:5]([O:7][CH3:26])=[O:6])[CH:8]=1, predict the reactants needed to synthesize it. The reactants are: [NH2:1][C:2]1[CH:3]=[C:4]([CH:8]=[C:9]([Cl:12])[C:10]=1[NH2:11])[C:5]([O-:7])=[O:6].[C:13](C1NC=CN=1)(C1NC=CN=1)=[O:14].O1CCC[CH2:26]1.